From a dataset of Forward reaction prediction with 1.9M reactions from USPTO patents (1976-2016). Predict the product of the given reaction. (1) Given the reactants [CH2:1]([C:5]1[CH:27]=[CH:26][C:8]([CH2:9][N:10]([S:22]([CH3:25])(=[O:24])=[O:23])[CH2:11][CH2:12][CH2:13][CH2:14][CH2:15][CH2:16][C:17]([O:19]CC)=[O:18])=[CH:7][CH:6]=1)[CH2:2][CH2:3][CH3:4].[OH-].[Na+].Cl, predict the reaction product. The product is: [CH2:1]([C:5]1[CH:6]=[CH:7][C:8]([CH2:9][N:10]([S:22]([CH3:25])(=[O:24])=[O:23])[CH2:11][CH2:12][CH2:13][CH2:14][CH2:15][CH2:16][C:17]([OH:19])=[O:18])=[CH:26][CH:27]=1)[CH2:2][CH2:3][CH3:4]. (2) The product is: [OH:9][CH2:10][CH2:11][O:12][C:13]1[CH:14]=[C:15]([CH3:48])[C:16]([C:20]2[CH:25]=[CH:24][CH:23]=[C:22]([CH2:26][O:27][C:28]3[CH:29]=[CH:30][C:31]4[CH:32]([CH2:41][C:42]([OH:44])=[O:43])[C:33]5[C:38]([C:39]=4[CH:40]=3)=[CH:37][CH:36]=[CH:35][CH:34]=5)[C:21]=2[CH3:47])=[C:17]([CH3:19])[CH:18]=1. Given the reactants C([O:9][CH2:10][CH2:11][O:12][C:13]1[CH:18]=[C:17]([CH3:19])[C:16]([C:20]2[CH:25]=[CH:24][CH:23]=[C:22]([CH2:26][O:27][C:28]3[CH:29]=[CH:30][C:31]4[CH:32]([CH2:41][C:42]([O:44]CC)=[O:43])[C:33]5[C:38]([C:39]=4[CH:40]=3)=[CH:37][CH:36]=[CH:35][CH:34]=5)[C:21]=2[CH3:47])=[C:15]([CH3:48])[CH:14]=1)(=O)C1C=CC=CC=1.[OH-].[Na+].C1COCC1.Cl, predict the reaction product. (3) Given the reactants Cl.Cl.N[CH2:4][CH2:5][C:6]1[N:10]([CH2:11][C:12]2[CH:19]=[CH:18][C:15]([C:16]#[N:17])=[C:14]([F:20])[CH:13]=2)[C:9]([CH3:21])=[N:8][CH:7]=1.CC[N:24](CC)CC.[C:29]([N:33]=[C:34]=[O:35])([CH3:32])([CH3:31])[CH3:30], predict the reaction product. The product is: [C:16]([C:15]1[CH:18]=[CH:19][C:12]([CH2:11][N:10]2[C:6]([CH2:5][CH2:4][N:33]([C:29]([CH3:32])([CH3:31])[CH3:30])[C:34]([NH2:24])=[O:35])=[CH:7][N:8]=[C:9]2[CH3:21])=[CH:13][C:14]=1[F:20])#[N:17]. (4) Given the reactants [NH2:1][C:2]1[CH:7]=[CH:6][C:5]([N:8]2[CH2:13][CH2:12][N:11](C(OC(C)(C)C)=O)[CH2:10][CH2:9]2)=[CH:4][C:3]=1[NH:21][S:22]([C:25]1[CH:30]=[CH:29][CH:28]=[CH:27][CH:26]=1)(=[O:24])=[O:23].[C:31]1([CH3:41])[CH:36]=[CH:35][C:34]([S:37](Cl)(=[O:39])=[O:38])=[CH:33][CH:32]=1, predict the reaction product. The product is: [CH3:41][C:31]1[CH:36]=[CH:35][C:34]([S:37]([NH:1][C:2]2[CH:7]=[CH:6][C:5]([N:8]3[CH2:9][CH2:10][NH:11][CH2:12][CH2:13]3)=[CH:4][C:3]=2[NH:21][S:22]([C:25]2[CH:26]=[CH:27][CH:28]=[CH:29][CH:30]=2)(=[O:23])=[O:24])(=[O:39])=[O:38])=[CH:33][CH:32]=1. (5) Given the reactants [Mg].[CH3:2][C:3]1([CH3:10])[C:7]([CH3:9])([CH3:8])[O:6][BH:5][O:4]1.Cl[CH2:12][C:13]1[CH:18]=[CH:17][C:16]([CH2:19][C:20]([F:23])([F:22])[F:21])=[CH:15][CH:14]=1, predict the reaction product. The product is: [CH3:2][C:3]1([CH3:10])[C:7]([CH3:9])([CH3:8])[O:6][B:5]([CH2:12][C:13]2[CH:14]=[CH:15][C:16]([CH2:19][C:20]([F:21])([F:22])[F:23])=[CH:17][CH:18]=2)[O:4]1. (6) Given the reactants N[C:2]1[C:7](CO)=C(C2CCCN(C(OC(C)(C)C)=O)C2)[CH:5]=[C:4]([C:23]2C(OCC3C=CC(OC)=CC=3)=CC=CC=2OCC2CC2)[N:3]=1.O1[CH2:48][CH2:47][CH2:46]C1, predict the reaction product. The product is: [CH:47]([N:3]([CH:4]([CH3:23])[CH3:5])[CH2:2][CH3:7])([CH3:48])[CH3:46]. (7) Given the reactants [Br:1][C:2]1[N:7]=[CH:6][C:5]2[CH:8]=[C:9]([C:11]3[O:15][CH:14]=[N:13][CH:12]=3)[NH:10][C:4]=2[CH:3]=1.[Cl:16]N1C(=O)CCC1=O, predict the reaction product. The product is: [Br:1][C:2]1[N:7]=[CH:6][C:5]2[C:8]([Cl:16])=[C:9]([C:11]3[O:15][CH:14]=[N:13][CH:12]=3)[NH:10][C:4]=2[CH:3]=1.